Dataset: Catalyst prediction with 721,799 reactions and 888 catalyst types from USPTO. Task: Predict which catalyst facilitates the given reaction. (1) Reactant: [NH2:1][C:2]1[N:7]=[N:6][C:5]([N:8]2[CH2:13][CH2:12][N:11]([C:14]([C:16]3[CH:21]=[CH:20][CH:19]=[CH:18][C:17]=3[C:22]([F:25])([F:24])[F:23])=[O:15])[CH2:10][CH2:9]2)=[CH:4][CH:3]=1.[C:26]([N:33]1[CH:37]=[CH:36]N=C1)(N1C=CN=C1)=[O:27].[CH:38]1([CH2:41]CCN)[CH2:40][CH2:39]1. Product: [CH:38]1([CH2:41][CH2:36][CH2:37][NH:33][C:26]([NH:1][C:2]2[N:7]=[N:6][C:5]([N:8]3[CH2:9][CH2:10][N:11]([C:14](=[O:15])[C:16]4[CH:21]=[CH:20][CH:19]=[CH:18][C:17]=4[C:22]([F:25])([F:24])[F:23])[CH2:12][CH2:13]3)=[CH:4][CH:3]=2)=[O:27])[CH2:40][CH2:39]1. The catalyst class is: 4. (2) Reactant: [NH2:1][C:2]1[CH:7]=[CH:6][C:5]([C@H:8]2[O:13][CH2:12][CH2:11][N:10]([C:14]([O:16][C:17]([CH3:20])([CH3:19])[CH3:18])=[O:15])[CH2:9]2)=[CH:4][CH:3]=1.[Br:21]N1C(=O)CCC1=O.C(OCC)(=O)C. Product: [NH2:1][C:2]1[CH:7]=[CH:6][C:5]([C@H:8]2[O:13][CH2:12][CH2:11][N:10]([C:14]([O:16][C:17]([CH3:20])([CH3:19])[CH3:18])=[O:15])[CH2:9]2)=[CH:4][C:3]=1[Br:21]. The catalyst class is: 9. (3) Reactant: [F:1][C:2]([F:13])([F:12])[C:3]1[CH:11]=[CH:10][CH:9]=[CH:8][C:4]=1[C:5](Cl)=[O:6].Cl.[Cl:15][C:16]1[CH:21]=[CH:20][C:19]([CH:22]2[CH:24]([CH3:25])[CH:23]2[NH2:26])=[CH:18][CH:17]=1.C(N(CC)CC)C. Product: [Cl:15][C:16]1[CH:17]=[CH:18][C:19]([C@H:22]2[C@H:24]([CH3:25])[C@H:23]2[NH:26][C:5](=[O:6])[C:4]2[CH:8]=[CH:9][CH:10]=[CH:11][C:3]=2[C:2]([F:13])([F:12])[F:1])=[CH:20][CH:21]=1. The catalyst class is: 1. (4) Reactant: C(O[BH-](OC(=O)C)OC(=O)C)(=O)C.[Na+].C(O)(=O)C.[CH3:19][C:20]1[CH:24]=[C:23]([N:25]2[CH2:30][CH2:29][NH:28][CH2:27][CH2:26]2)[N:22]([C:31]2[CH:36]=[CH:35][CH:34]=[CH:33][CH:32]=2)[N:21]=1.CC(C)(OC([N:43]1[CH2:47][C:46](=O)[CH2:45][C@H:44]1[C:49]([N:51]1[CH2:55][CH2:54][S:53][CH2:52]1)=[O:50])=O)C.O. Product: [CH3:19][C:20]1[CH:24]=[C:23]([N:25]2[CH2:30][CH2:29][N:28]([C@@H:46]3[CH2:47][NH:43][C@H:44]([C:49]([N:51]4[CH2:55][CH2:54][S:53][CH2:52]4)=[O:50])[CH2:45]3)[CH2:27][CH2:26]2)[N:22]([C:31]2[CH:32]=[CH:33][CH:34]=[CH:35][CH:36]=2)[N:21]=1. The catalyst class is: 11. (5) Reactant: [Br:1][C:2]1[C:3]([C:9](=[O:15])[C:10]([O:12][CH2:13][CH3:14])=[O:11])=[C:4]([CH3:8])[S:5][C:6]=1[CH3:7].[BH4-].[BH4-].[BH4-].[BH4-].[Na+].[Na+].[Na+].[Na+]. Product: [Br:1][C:2]1[C:3]([CH:9]([OH:15])[C:10]([O:12][CH2:13][CH3:14])=[O:11])=[C:4]([CH3:8])[S:5][C:6]=1[CH3:7]. The catalyst class is: 214. (6) Reactant: [Cl:1][C:2]1[CH:7]=[CH:6][N:5]=[C:4]([C:8]2[CH:9]=[C:10]([CH:13]=[O:14])[S:11][CH:12]=2)[CH:3]=1.[CH3:15][Mg]Br.O. The catalyst class is: 1. Product: [Cl:1][C:2]1[CH:7]=[CH:6][N:5]=[C:4]([C:8]2[CH:9]=[C:10]([CH:13]([OH:14])[CH3:15])[S:11][CH:12]=2)[CH:3]=1.